This data is from Forward reaction prediction with 1.9M reactions from USPTO patents (1976-2016). The task is: Predict the product of the given reaction. (1) Given the reactants C([N:8]1[CH2:13][CH2:12][C:11]([C:20]([N:22]2[CH2:27][CH2:26][CH2:25][CH2:24][CH2:23]2)=[O:21])([N:14]2[CH2:19][CH2:18][CH2:17][CH2:16][CH2:15]2)[CH2:10][CH2:9]1)C1C=CC=CC=1.C1(N)C(F)=C(F)C(F)=C(N)C=1F.Cl.Cl, predict the reaction product. The product is: [N:22]1([C:20]([C:11]2([N:14]3[CH2:15][CH2:16][CH2:17][CH2:18][CH2:19]3)[CH2:10][CH2:9][NH:8][CH2:13][CH2:12]2)=[O:21])[CH2:23][CH2:24][CH2:25][CH2:26][CH2:27]1. (2) Given the reactants C(N(CC)CC)C.[CH3:8][S:9](Cl)(=[O:11])=[O:10].[O:13]1[CH2:17][CH:16]=[CH:15][C@H:14]1[C@@H:18]([OH:31])[CH2:19][NH:20][C:21](=[O:30])[O:22][CH2:23][C:24]1[CH:29]=[CH:28][CH:27]=[CH:26][CH:25]=1, predict the reaction product. The product is: [CH3:8][S:9]([O:31][C@H:18]([C@@H:14]1[CH:15]=[CH:16][CH2:17][O:13]1)[CH2:19][NH:20][C:21]([O:22][CH2:23][C:24]1[CH:29]=[CH:28][CH:27]=[CH:26][CH:25]=1)=[O:30])(=[O:11])=[O:10]. (3) Given the reactants [Cl:1][C:2]1[CH:7]=[C:6]([F:8])[CH:5]=[CH:4][C:3]=1[N:9]1[C:13]([O:14][C:15]2[CH:20]=[CH:19][CH:18]=[CH:17][C:16]=2[NH2:21])=[CH:12][C:11]([CH3:22])=[N:10]1.Cl.ClC1C=C(F)C=CC=1NN.ClC1C([N+]([O-])=O)=CC=CN=1.[CH:44]1([C:50]2[CH:56]=[CH:55][C:53]([NH2:54])=[CH:52][CH:51]=2)[CH2:49][CH2:48][CH2:47][CH2:46][CH2:45]1.[CH2:57]([O:59]C(=O)C(C1C=CC(N)=CC=1)(C)C)C, predict the reaction product. The product is: [Cl:1][C:2]1[CH:7]=[C:6]([F:8])[CH:5]=[CH:4][C:3]=1[N:9]1[C:13]([O:14][C:15]2[CH:20]=[CH:19][CH:18]=[CH:17][C:16]=2[NH:21][C:57]([NH:54][C:53]2[CH:52]=[CH:51][C:50]([CH:44]3[CH2:45][CH2:46][CH2:47][CH2:48][CH2:49]3)=[CH:56][CH:55]=2)=[O:59])=[CH:12][C:11]([CH3:22])=[N:10]1. (4) Given the reactants [F:1][C:2]1[CH:3]=[C:4](Br)[CH:5]=[C:6]([F:8])[CH:7]=1.C(=O)([O-])[O-].[K+].[K+].[F:16][C:17]1[CH:22]=[C:21]([C@H:23]2[CH2:28][CH2:27][C@H:26]([CH2:29][CH2:30][CH3:31])[CH2:25][CH2:24]2)[CH:20]=[CH:19][C:18]=1OB(O)O.C1(C)C=CC=CC=1, predict the reaction product. The product is: [F:16][C:17]1[CH:22]=[C:21]([C@H:23]2[CH2:28][CH2:27][C@H:26]([CH2:29][CH2:30][CH3:31])[CH2:25][CH2:24]2)[CH:20]=[CH:19][C:18]=1[C:7]1[C:2]([F:1])=[CH:3][CH:4]=[CH:5][C:6]=1[F:8]. (5) Given the reactants O1CCCCC1[O:7][C:8]1[CH:13]=[CH:12][C:11]([N:14]2[CH2:19][CH2:18][CH:17]([O:20][C:21]3[CH:26]=[CH:25][C:24]([O:27][C:28]([F:31])([F:30])[F:29])=[CH:23][CH:22]=3)[CH2:16][CH2:15]2)=[CH:10][CH:9]=1.C1(C)C=CC(S([O-])(=O)=O)=CC=1.[NH+]1C=CC=CC=1, predict the reaction product. The product is: [F:31][C:28]([F:29])([F:30])[O:27][C:24]1[CH:25]=[CH:26][C:21]([O:20][CH:17]2[CH2:16][CH2:15][N:14]([C:11]3[CH:12]=[CH:13][C:8]([OH:7])=[CH:9][CH:10]=3)[CH2:19][CH2:18]2)=[CH:22][CH:23]=1. (6) The product is: [C:12]([C:10]1[CH:11]=[C:7]([NH:6][C:5]([NH:56][C@@H:49]2[C:50]3[C:55](=[CH:54][CH:53]=[CH:52][CH:51]=3)[C@H:46]([O:45][C:42]3[CH:43]=[CH:44][C:39]4[N:40]([C:36]([CH:33]([CH3:35])[CH3:34])=[N:37][N:38]=4)[CH:41]=3)[CH2:47][CH2:48]2)=[O:30])[N:8]([C:16]2[CH:21]=[CH:20][C:19]([F:22])=[C:18]([CH2:23][N:24]3[CH2:25][CH2:26][O:27][CH2:28][CH2:29]3)[CH:17]=2)[N:9]=1)([CH3:15])([CH3:14])[CH3:13]. Given the reactants ClC(Cl)(Cl)CO[C:5](=[O:30])[NH:6][C:7]1[N:8]([C:16]2[CH:21]=[CH:20][C:19]([F:22])=[C:18]([CH2:23][N:24]3[CH2:29][CH2:28][O:27][CH2:26][CH2:25]3)[CH:17]=2)[N:9]=[C:10]([C:12]([CH3:15])([CH3:14])[CH3:13])[CH:11]=1.[CH:33]([C:36]1[N:40]2[CH:41]=[C:42]([O:45][C@H:46]3[C:55]4[C:50](=[CH:51][CH:52]=[CH:53][CH:54]=4)[C@@H:49]([NH2:56])[CH2:48][CH2:47]3)[CH:43]=[CH:44][C:39]2=[N:38][N:37]=1)([CH3:35])[CH3:34], predict the reaction product. (7) Given the reactants [CH2:1]1[O:5][C:4]2[CH:6]=[C:7]([OH:10])[CH:8]=[CH:9][C:3]=2[O:2]1.Cl[C:12]1[CH:13]=[CH:14][C:15]([N+:27]([O-:29])=[O:28])=[C:16]([CH2:18][NH:19][C:20](=[O:26])[O:21][C:22]([CH3:25])([CH3:24])[CH3:23])[CH:17]=1.[H-].[Na+], predict the reaction product. The product is: [C:22]([O:21][C:20](=[O:26])[NH:19][CH2:18][C:16]1[CH:17]=[C:12]([O:10][C:7]2[CH:8]=[CH:9][C:3]3[O:2][CH2:1][O:5][C:4]=3[CH:6]=2)[CH:13]=[CH:14][C:15]=1[N+:27]([O-:29])=[O:28])([CH3:25])([CH3:23])[CH3:24].